This data is from Forward reaction prediction with 1.9M reactions from USPTO patents (1976-2016). The task is: Predict the product of the given reaction. (1) Given the reactants [NH2:1][C:2]1[CH:11]=[CH:10][C:5]([C:6]([O:8][CH3:9])=[O:7])=[CH:4][C:3]=1[O:12][CH3:13].[Cl:14][CH2:15][CH2:16][CH2:17][CH2:18][C:19](Cl)=[O:20], predict the reaction product. The product is: [Cl:14][CH2:15][CH2:16][CH2:17][CH2:18][C:19]([NH:1][C:2]1[CH:11]=[CH:10][C:5]([C:6]([O:8][CH3:9])=[O:7])=[CH:4][C:3]=1[O:12][CH3:13])=[O:20]. (2) Given the reactants [CH3:1][O:2][C:3]1[CH:4]=[CH:5][CH:6]=[C:7]2[C:11]=1[NH:10][C:9]1[N:12]=[CH:13][C:14]([CH3:16])=[CH:15][C:8]2=1.CS(O)(=O)=O.[I:22]N1C(=O)CCC1=O.S([O-])([O-])=O.[Na+].[Na+].[OH-].[Na+], predict the reaction product. The product is: [I:22][C:6]1[CH:5]=[CH:4][C:3]([O:2][CH3:1])=[C:11]2[C:7]=1[C:8]1[CH:15]=[C:14]([CH3:16])[CH:13]=[N:12][C:9]=1[NH:10]2. (3) Given the reactants [N:1]1[C:10]2[CH:9]([NH:11][CH2:12][CH2:13][CH2:14][CH2:15][N:16]3[C:24](=[O:25])[C:23]4[C:18](=[CH:19][CH:20]=[CH:21][CH:22]=4)[C:17]3=[O:26])[CH2:8][CH2:7][CH2:6][C:5]=2[CH:4]=[CH:3][CH:2]=1.Br[CH2:28][C:29]1[N:34]=[C:33]([N:35]2[C:43](=[O:44])[C:42]3[C:37](=[CH:38][CH:39]=[CH:40][CH:41]=3)[C:36]2=[O:45])[CH:32]=[CH:31][CH:30]=1.CCN(C(C)C)C(C)C, predict the reaction product. The product is: [O:45]=[C:36]1[C:37]2[C:42](=[CH:41][CH:40]=[CH:39][CH:38]=2)[C:43](=[O:44])[N:35]1[C:33]1[N:34]=[C:29]([CH2:28][N:11]([CH:9]2[C:10]3[N:1]=[CH:2][CH:3]=[CH:4][C:5]=3[CH2:6][CH2:7][CH2:8]2)[CH2:12][CH2:13][CH2:14][CH2:15][N:16]2[C:24](=[O:25])[C:23]3[C:18](=[CH:19][CH:20]=[CH:21][CH:22]=3)[C:17]2=[O:26])[CH:30]=[CH:31][CH:32]=1. (4) Given the reactants C(O[C:4]([C:6]1[N:11]=[CH:10][C:9]2[N:12]=[C:13]([C:15]3[CH:20]=[CH:19][C:18]([O:21][CH3:22])=[CH:17][CH:16]=3)[S:14][C:8]=2[C:7]=1[OH:23])=[O:5])C.[NH2:24][CH2:25][C:26]([OH:28])=[O:27], predict the reaction product. The product is: [OH:23][C:7]1[C:8]2[S:14][C:13]([C:15]3[CH:16]=[CH:17][C:18]([O:21][CH3:22])=[CH:19][CH:20]=3)=[N:12][C:9]=2[CH:10]=[N:11][C:6]=1[C:4]([NH:24][CH2:25][C:26]([OH:28])=[O:27])=[O:5]. (5) The product is: [Cl:15][C:16]1[C:25]2[C:20](=[CH:21][CH:22]=[CH:23][CH:24]=2)[C:19]([N:4]2[CH2:3][CH2:2][N:1]([C:7]3[CH:14]=[CH:13][C:10]([C:11]#[N:12])=[CH:9][N:8]=3)[CH2:6][CH2:5]2)=[N:18][N:17]=1. Given the reactants [N:1]1([C:7]2[CH:14]=[CH:13][C:10]([C:11]#[N:12])=[CH:9][N:8]=2)[CH2:6][CH2:5][NH:4][CH2:3][CH2:2]1.[Cl:15][C:16]1[C:25]2[C:20](=[CH:21][CH:22]=[CH:23][CH:24]=2)[C:19](Cl)=[N:18][N:17]=1.CCN(CC)CC.CN1C(=O)CCC1, predict the reaction product.